Task: Predict the product of the given reaction.. Dataset: Forward reaction prediction with 1.9M reactions from USPTO patents (1976-2016) (1) The product is: [O:11]1[C:10]2[CH:9]=[CH:8][C:4]([C:5]([OH:7])=[O:6])=[CH:3][C:2]=2[N:1]=[CH:12]1. Given the reactants [NH2:1][C:2]1[CH:3]=[C:4]([CH:8]=[CH:9][C:10]=1[OH:11])[C:5]([OH:7])=[O:6].[CH:12](OCC)(OCC)OCC, predict the reaction product. (2) Given the reactants [C:1]([C:4]1[S:5][C:6]2[CH:7]([CH2:24][C:25]([OH:27])=O)[CH2:8][O:9][C:10]3[CH:17]=[CH:16][C:15]([C:18]#[C:19][C:20]([OH:23])([CH3:22])[CH3:21])=[CH:14][C:11]=3[C:12]=2[N:13]=1)(=[O:3])[NH2:2].Cl.[CH3:29][NH:30][CH3:31].C1C=CC2N(O)N=NC=2C=1.CCN=C=NCCCN(C)C.CCN(C(C)C)C(C)C, predict the reaction product. The product is: [CH3:29][N:30]([CH3:31])[C:25]([CH2:24][CH:7]1[C:6]2[S:5][C:4]([C:1]([NH2:2])=[O:3])=[N:13][C:12]=2[C:11]2[CH:14]=[C:15]([C:18]#[C:19][C:20]([OH:23])([CH3:21])[CH3:22])[CH:16]=[CH:17][C:10]=2[O:9][CH2:8]1)=[O:27]. (3) Given the reactants Cl[C:2]1[N:7]=[CH:6][C:5]([CH2:8][OH:9])=[CH:4][C:3]=1[F:10].[C:11]([O-])([O-])=O.[K+].[K+].CB1OB(C)OB(C)O1, predict the reaction product. The product is: [F:10][C:3]1[CH:4]=[C:5]([CH2:8][OH:9])[CH:6]=[N:7][C:2]=1[CH3:11]. (4) Given the reactants [OH:1][CH2:2][C:3]1[CH:8]=[CH:7][C:6]([N:9]=[N:10][C:11]2[CH:16]=[CH:15][CH:14]=[CH:13][CH:12]=2)=[CH:5][CH:4]=1.C(N(C(C)C)CC)(C)C.[C:26](Cl)(=[O:30])[C:27]([CH3:29])=[CH2:28].Cl, predict the reaction product. The product is: [C:26]([O:1][CH2:2][C:3]1[CH:4]=[CH:5][C:6]([N:9]=[N:10][C:11]2[CH:12]=[CH:13][CH:14]=[CH:15][CH:16]=2)=[CH:7][CH:8]=1)(=[O:30])[C:27]([CH3:29])=[CH2:28]. (5) Given the reactants [F:1][C:2]1[CH:7]=[CH:6][CH:5]=[CH:4][C:3]=1[C:8]1[C:18]2[O:17][CH2:16][CH2:15][N:14](C(OC(C)(C)C)=O)[CH2:13][C:12]=2[CH:11]=[CH:10][CH:9]=1.C(OCC)(=O)C.[ClH:32], predict the reaction product. The product is: [ClH:32].[F:1][C:2]1[CH:7]=[CH:6][CH:5]=[CH:4][C:3]=1[C:8]1[C:18]2[O:17][CH2:16][CH2:15][NH:14][CH2:13][C:12]=2[CH:11]=[CH:10][CH:9]=1. (6) Given the reactants [O:1]1[C:5]2[CH:6]=[CH:7][C:8]([C:10]3([C:13]([NH:15][C:16]4[N:21]=[C:20]([C:22]5[C:23]([O:28]C)=[N:24][CH:25]=[CH:26][CH:27]=5)[CH:19]=[C:18]([CH3:30])[CH:17]=4)=[O:14])[CH2:12][CH2:11]3)=[CH:9][C:4]=2[CH2:3][CH2:2]1.[Si](I)(C)(C)C.CO, predict the reaction product. The product is: [O:1]1[C:5]2[CH:6]=[CH:7][C:8]([C:10]3([C:13]([NH:15][C:16]4[CH:17]=[C:18]([CH3:30])[CH:19]=[C:20]([C:22]5[C:23](=[O:28])[NH:24][CH:25]=[CH:26][CH:27]=5)[N:21]=4)=[O:14])[CH2:12][CH2:11]3)=[CH:9][C:4]=2[CH2:3][CH2:2]1. (7) Given the reactants [C:1]([C:3]1[CH:8]=[CH:7][C:6]([O:9][C:10]([F:13])([F:12])[F:11])=[CH:5][CH:4]=1)#[CH:2].[NH2:14][C:15]1[C:20](I)=[CH:19][C:18]([C:22]([CH3:29])([CH3:28])[C:23]([O:25][CH2:26][CH3:27])=[O:24])=[CH:17][C:16]=1[Br:30].C(N(CC)CC)C, predict the reaction product. The product is: [NH2:14][C:15]1[C:20]([C:2]#[C:1][C:3]2[CH:4]=[CH:5][C:6]([O:9][C:10]([F:11])([F:12])[F:13])=[CH:7][CH:8]=2)=[CH:19][C:18]([C:22]([CH3:29])([CH3:28])[C:23]([O:25][CH2:26][CH3:27])=[O:24])=[CH:17][C:16]=1[Br:30]. (8) Given the reactants [C:1]([O:5][C:6](=[O:20])[CH2:7][CH2:8][S:9][CH2:10][C:11]1[CH:12]=[C:13]([CH:17]=[CH:18][CH:19]=1)[C:14]([OH:16])=O)([CH3:4])([CH3:3])[CH3:2].CCN=C=NCCCN(C)C.Cl.[NH2:33][C:34]1[CH:39]=[CH:38][C:37]([N:40]2[CH2:45][CH2:44][CH2:43][CH2:42][CH2:41]2)=[CH:36][C:35]=1[C:46]1[N:51]=[CH:50][N:49]=[C:48]([NH:52][CH2:53][C:54]2[CH:59]=[CH:58][CH:57]=[C:56]([CH3:60])[CH:55]=2)[CH:47]=1, predict the reaction product. The product is: [N:40]1([C:37]2[CH:38]=[CH:39][C:34]([NH:33][C:14]([C:13]3[CH:12]=[C:11]([CH:19]=[CH:18][CH:17]=3)[CH2:10][S:9][CH2:8][CH2:7][C:6]([O:5][C:1]([CH3:2])([CH3:3])[CH3:4])=[O:20])=[O:16])=[C:35]([C:46]3[CH:47]=[C:48]([NH:52][CH2:53][C:54]4[CH:59]=[CH:58][CH:57]=[C:56]([CH3:60])[CH:55]=4)[N:49]=[CH:50][N:51]=3)[CH:36]=2)[CH2:41][CH2:42][CH2:43][CH2:44][CH2:45]1.